From a dataset of Full USPTO retrosynthesis dataset with 1.9M reactions from patents (1976-2016). Predict the reactants needed to synthesize the given product. (1) Given the product [Cl:1][C:2]1[C:7]2[N:8]([CH:9]([C@H:11]3[CH2:16][CH2:15][C@H:14]([CH3:17])[CH2:13][CH2:12]3)[CH3:10])[CH:20]=[N:18][C:6]=2[CH:5]=[C:4]([Cl:19])[N:3]=1, predict the reactants needed to synthesize it. The reactants are: [Cl:1][C:2]1[C:7]([NH:8][CH:9]([C@H:11]2[CH2:16][CH2:15][C@H:14]([CH3:17])[CH2:13][CH2:12]2)[CH3:10])=[C:6]([NH2:18])[CH:5]=[C:4]([Cl:19])[N:3]=1.[CH2:20](OC(OCC)OCC)C. (2) Given the product [F:1][C:2]1[CH:7]=[CH:6][C:5]([C@@H:8]([NH:10][C:15]2[C:14]3[N:18]=[CH:19][N:20]([C:13]=3[N:12]=[CH:11][N:16]=2)[C@@H:21]2[O:25][C@H:24]([CH2:26][OH:27])[C@@H:23]([OH:28])[C@H:22]2[OH:29])[CH3:9])=[CH:4][CH:3]=1, predict the reactants needed to synthesize it. The reactants are: [F:1][C:2]1[CH:7]=[CH:6][C:5]([C@@H:8]([NH2:10])[CH3:9])=[CH:4][CH:3]=1.[CH:11]1[N:16]=[C:15](Cl)[C:14]2[N:18]=[CH:19][N:20]([C@@H:21]3[O:25][C@H:24]([CH2:26][OH:27])[C@@H:23]([OH:28])[C@H:22]3[OH:29])[C:13]=2[N:12]=1. (3) Given the product [Cl:33][C:26]1[CH:25]=[C:24]([C:21]2[CH:22]=[CH:23][N:19]([CH2:18][C@@H:17]([NH:16][C:7]([C:6]3[N:1]=[CH:2][C:3]([C:10]4[CH:11]=[N:12][CH:13]=[CH:14][CH:15]=4)=[CH:4][CH:5]=3)=[O:9])[CH3:34])[N:20]=2)[CH:31]=[C:30]([F:32])[C:27]=1[C:28]#[N:29], predict the reactants needed to synthesize it. The reactants are: [N:1]1[C:6]([C:7]([OH:9])=O)=[CH:5][CH:4]=[C:3]([C:10]2[CH:11]=[N:12][CH:13]=[CH:14][CH:15]=2)[CH:2]=1.[NH2:16][C@@H:17]([CH3:34])[CH2:18][N:19]1[CH:23]=[CH:22][C:21]([C:24]2[CH:31]=[C:30]([F:32])[C:27]([C:28]#[N:29])=[C:26]([Cl:33])[CH:25]=2)=[N:20]1.CN(C=O)C. (4) Given the product [Cl:8][C:9]1[S:13][C:12]([S:14]([NH:1][C@H:2]([C@@H:5]([OH:7])[CH3:6])[CH2:3][OH:4])(=[O:16])=[O:15])=[CH:11][CH:10]=1, predict the reactants needed to synthesize it. The reactants are: [NH2:1][C@H:2]([C@@H:5]([OH:7])[CH3:6])[CH2:3][OH:4].[Cl:8][C:9]1[S:13][C:12]([S:14](Cl)(=[O:16])=[O:15])=[CH:11][CH:10]=1. (5) Given the product [C:14]([O:13][C:11]([N:2]1[CH2:7][CH2:6][C:5](=[O:8])[CH2:4][CH2:3]1)=[O:12])([CH3:17])([CH3:16])[CH3:15], predict the reactants needed to synthesize it. The reactants are: Cl.[NH:2]1[CH2:7][CH2:6][C:5](=[O:8])[CH2:4][CH2:3]1.[OH-].[Na+].[C:11](O[C:11]([O:13][C:14]([CH3:17])([CH3:16])[CH3:15])=[O:12])([O:13][C:14]([CH3:17])([CH3:16])[CH3:15])=[O:12]. (6) Given the product [Br:1][C:2]1[CH:3]=[C:4]2[N:10]=[C:9]([CH3:11])[N:8]([CH2:21][O:20][CH2:19][CH2:18][Si:15]([CH3:17])([CH3:16])[CH3:14])[C:5]2=[N:6][CH:7]=1, predict the reactants needed to synthesize it. The reactants are: [Br:1][C:2]1[CH:3]=[C:4]2[N:10]=[C:9]([CH3:11])[NH:8][C:5]2=[N:6][CH:7]=1.[H-].[Na+].[CH3:14][Si:15]([CH2:18][CH2:19][O:20][CH2:21]Cl)([CH3:17])[CH3:16]. (7) The reactants are: [CH3:1][C:2]1[CH:7]=[C:6]([CH3:8])[N:5]=[C:4]([NH:9][CH2:10][C@@H:11]2[CH2:16][CH2:15][C@H:14]([CH3:17])[CH2:13][N:12]2C(OC(C)(C)C)=O)[N:3]=1.C(O)(C(F)(F)F)=O. Given the product [CH3:8][C:6]1[CH:7]=[C:2]([CH3:1])[N:3]=[C:4]([NH:9][CH2:10][C@@H:11]2[CH2:16][CH2:15][C@H:14]([CH3:17])[CH2:13][NH:12]2)[N:5]=1, predict the reactants needed to synthesize it. (8) Given the product [C:1]([O:5][C:6]([C:7]1[CH:12]=[C:11]([OH:13])[C:10]2[CH2:21][C:22]([CH2:24][OH:23])([CH3:25])[O:26][C:9]=2[CH:8]=1)=[O:34])([CH3:3])([CH3:2])[CH3:4], predict the reactants needed to synthesize it. The reactants are: [C:1]([O:5][C:6](=[O:34])[C:7]1[CH:12]=[C:11]([O:13]CC2C=CC=CC=2)[C:10]([CH2:21][C:22]2([CH3:25])[CH2:24][O:23]2)=[C:9]([O:26]CC2C=CC=CC=2)[CH:8]=1)([CH3:4])([CH3:3])[CH3:2].CCN(CC)CC. (9) Given the product [O:21]=[C:19]([N:32]1[CH2:37][CH2:36][CH2:35][CH2:34][CH2:33]1)[CH:18]=[CH:17][C:14]1[C:13]2[CH:22]=[C:9]([CH:8]=[C:4]3[S:3][C:2](=[O:1])[NH:6][C:5]3=[O:7])[CH:10]=[CH:11][C:12]=2[O:16][CH:15]=1, predict the reactants needed to synthesize it. The reactants are: [O:1]=[C:2]1[NH:6][C:5](=[O:7])[C:4](=[CH:8][C:9]2[CH:10]=[CH:11][C:12]3[O:16][CH:15]=[C:14]([CH:17]=[CH:18][C:19]([OH:21])=O)[C:13]=3[CH:22]=2)[S:3]1.CCN(C(C)C)C(C)C.[NH:32]1[CH2:37][CH2:36][CH2:35][CH2:34][CH2:33]1.C1CN([P+](ON2N=NC3C=CC=CC2=3)(N2CCCC2)N2CCCC2)CC1.F[P-](F)(F)(F)(F)F. (10) Given the product [C:83]([O:82][C@@H:57]([C:58]1[C:73]([CH3:74])=[CH:72][C:61]2[N:62]=[C:63]([C:65]3[CH:70]=[CH:69][N:68]=[C:67]([C:24]4[CH:23]=[C:18]5[C:17]([CH:34]=[N:35][N:19]5[CH3:20])=[CH:16][CH:15]=4)[CH:66]=3)[S:64][C:60]=2[C:59]=1[C:75]1[CH:80]=[CH:79][C:78]([Cl:81])=[CH:77][CH:76]=1)[CH2:56][OH:55])([CH3:85])([CH3:84])[CH3:86], predict the reactants needed to synthesize it. The reactants are: C(OC[C@H]([C:15]1[C:24](C)=[CH:23][C:18]2[N:19]=[C:20](Br)S[C:17]=2[C:16]=1C1C=CC(Cl)=CC=1)OC(C)(C)C)(=O)C(C)(C)C.Cl[C:34]1C=C(B(O)O)C=C[N:35]=1.C(=O)([O-])[O-].[K+].[K+].C([O:55][CH2:56][C@@H:57]([O:82][C:83]([CH3:86])([CH3:85])[CH3:84])[C:58]1[C:73]([CH3:74])=[CH:72][C:61]2[N:62]=[C:63]([C:65]3[CH:70]=[CH:69][N:68]=[C:67](Cl)[CH:66]=3)[S:64][C:60]=2[C:59]=1[C:75]1[CH:80]=[CH:79][C:78]([Cl:81])=[CH:77][CH:76]=1)(=O)C(C)(C)C.